From a dataset of Forward reaction prediction with 1.9M reactions from USPTO patents (1976-2016). Predict the product of the given reaction. (1) Given the reactants [CH3:1][O:2][C:3]1[CH:9]=[CH:8][C:6]([NH2:7])=[C:5]([CH3:10])[CH:4]=1.[F:11][C:12]([F:23])([F:22])[C:13]1[CH:14]=[C:15]([N:19]=[C:20]=[O:21])[CH:16]=[CH:17][CH:18]=1, predict the reaction product. The product is: [CH3:1][O:2][C:3]1[CH:9]=[CH:8][C:6]([NH:7][C:20]([NH:19][C:15]2[CH:16]=[CH:17][CH:18]=[C:13]([C:12]([F:11])([F:22])[F:23])[CH:14]=2)=[O:21])=[C:5]([CH3:10])[CH:4]=1. (2) The product is: [OH:34][N:33]([CH3:32])[C:5]([N:13]1[CH2:22][CH2:21][CH:16]([C:17]([O:19][CH3:20])=[O:18])[CH2:15][CH2:14]1)=[O:11]. Given the reactants ClC(Cl)(O[C:5](=[O:11])OC(Cl)(Cl)Cl)Cl.[NH:13]1[CH2:22][CH2:21][CH:16]([C:17]([O:19][CH3:20])=[O:18])[CH2:15][CH2:14]1.C(N(CC)CC)C.Cl.Cl.[CH3:32][NH:33][OH:34], predict the reaction product.